From a dataset of Forward reaction prediction with 1.9M reactions from USPTO patents (1976-2016). Predict the product of the given reaction. (1) Given the reactants C(=O)([O-])[O-].[K+].[K+].[Br:7][C:8]1[CH:13]=[CH:12][CH:11]=[CH:10][C:9]=1[OH:14].CO[CH:17](OC)[CH2:18]Br.O=P12OP3(OP(OP(O3)(O1)=O)(=O)O2)=O.P(=O)(O)(O)O, predict the reaction product. The product is: [Br:7][C:8]1[C:9]2[O:14][CH:18]=[CH:17][C:10]=2[CH:11]=[CH:12][CH:13]=1. (2) Given the reactants [F:1][C:2]([F:30])([F:29])[CH:3]([CH3:28])[CH:4]([C:10]1[CH:15]=[CH:14][C:13]([CH2:16][N:17]2[CH:22]=[C:21]([C:23]([F:26])([F:25])[F:24])[CH:20]=[CH:19][C:18]2=[O:27])=[CH:12][CH:11]=1)[C:5]([O:7]CC)=[O:6].CO.[OH-].[Na+].Cl, predict the reaction product. The product is: [F:30][C:2]([F:1])([F:29])[CH:3]([CH3:28])[CH:4]([C:10]1[CH:11]=[CH:12][C:13]([CH2:16][N:17]2[CH:22]=[C:21]([C:23]([F:25])([F:26])[F:24])[CH:20]=[CH:19][C:18]2=[O:27])=[CH:14][CH:15]=1)[C:5]([OH:7])=[O:6]. (3) Given the reactants I[C:2]1[CH:15]=[C:14]2[C:5]([NH:6][CH:7]=[C:8]2[CH2:9][CH2:10][N:11]([CH3:13])[CH3:12])=[CH:4][CH:3]=1.[Cu][C:17]#[N:18].[I-], predict the reaction product. The product is: [CH3:12][N:11]([CH2:10][CH2:9][C:8]1[C:14]2[C:5](=[CH:4][CH:3]=[C:2]([C:17]#[N:18])[CH:15]=2)[NH:6][CH:7]=1)[CH3:13]. (4) Given the reactants C(S)CCCC[CH2:6][CH2:7][CH2:8][CH2:9][CH2:10][CH2:11][CH3:12].[C:14]([O:22]O[C:24](=[O:31])[C:25]1[CH:30]=[CH:29]C=CC=1)(=[O:21])[C:15]1[CH:20]=[CH:19]C=C[CH:16]=1.C[C:33]([CH2:35][CH:36](C)C)=[O:34], predict the reaction product. The product is: [C:14]([OH:22])(=[O:21])[CH:15]=[CH2:16].[C:33]([O:31][CH2:24][CH2:25][CH2:30][CH3:29])(=[O:34])[CH:35]=[CH2:36].[C:14]([O:22][CH2:12][C:11]1[CH:6]=[CH:7][CH:8]=[CH:9][CH:10]=1)(=[O:21])[CH:15]=[CH2:16].[C:14]1(=[O:22])[O:21][C:19](=[O:34])[CH2:20][C:15]1=[CH2:16]. (5) Given the reactants [F:1][C:2]1[CH:3]=[CH:4][C:5]([N+:16]([O-])=O)=[C:6]([NH:8][C:9]2[CH:10]=[N:11][C:12]([F:15])=[CH:13][CH:14]=2)[CH:7]=1, predict the reaction product. The product is: [F:1][C:2]1[CH:7]=[C:6]([NH:8][C:9]2[CH:10]=[N:11][C:12]([F:15])=[CH:13][CH:14]=2)[C:5]([NH2:16])=[CH:4][CH:3]=1. (6) Given the reactants [NH2:1][CH2:2][CH2:3][N:4]1[CH:12]=[C:11]2[C:6]([N:7]=[C:8]([C:26]3[CH:31]=[CH:30][C:29]([F:32])=[CH:28][CH:27]=3)[C:9]([C:20]3[CH:25]=[CH:24][N:23]=[CH:22][CH:21]=3)=[C:10]2[C:13]2[CH:18]=[CH:17][C:16]([F:19])=[CH:15][CH:14]=2)=[N:5]1.[CH:33](N=C=O)([CH3:35])[CH3:34].C[N:40]([CH:42]=[O:43])C, predict the reaction product. The product is: [F:19][C:16]1[CH:17]=[CH:18][C:13]([C:10]2[C:11]3[C:6](=[N:5][N:4]([CH2:3][CH2:2][N:1]([CH:33]([CH3:35])[CH3:34])[C:42]([NH2:40])=[O:43])[CH:12]=3)[N:7]=[C:8]([C:26]3[CH:27]=[CH:28][C:29]([F:32])=[CH:30][CH:31]=3)[C:9]=2[C:20]2[CH:25]=[CH:24][N:23]=[CH:22][CH:21]=2)=[CH:14][CH:15]=1. (7) The product is: [C:2]1([CH3:1])[CH:7]=[CH:6][C:5]([CH2:28][CH2:27][NH:24][C:14]2[C:13](=[O:21])[N:12]([CH2:11][C:9]([O:8][CH2:1][C:2]3[CH:7]=[CH:6][CH:5]=[CH:4][CH:3]=3)=[O:10])[C:17]([CH3:18])=[C:16]([Cl:19])[N:15]=2)=[CH:4][CH:3]=1. Given the reactants [CH2:1]([O:8][C:9]([CH2:11][N:12]1[C:17]([CH3:18])=[C:16]([Cl:19])[N:15]=[C:14](Cl)[C:13]1=[O:21])=[O:10])[C:2]1[CH:7]=[CH:6][CH:5]=[CH:4][CH:3]=1.C([N:24]([CH2:27][CH3:28])CC)C, predict the reaction product.